The task is: Predict the product of the given reaction.. This data is from Forward reaction prediction with 1.9M reactions from USPTO patents (1976-2016). (1) Given the reactants Br[C:2]1[N:7]=[C:6]([CH2:8][CH:9]([C:11]2[CH:12]=[N:13][N:14]([CH3:16])[CH:15]=2)[OH:10])[CH:5]=[CH:4][CH:3]=1.[NH2:17][C:18]1[S:19][C:20]([C:26]2[C:31]([F:32])=[CH:30][C:29]([C:33]([OH:36])([CH3:35])[CH3:34])=[CH:28][C:27]=2[F:37])=[CH:21][C:22]=1[C:23]([NH2:25])=[O:24], predict the reaction product. The product is: [F:37][C:27]1[CH:28]=[C:29]([C:33]([OH:36])([CH3:35])[CH3:34])[CH:30]=[C:31]([F:32])[C:26]=1[C:20]1[S:19][C:18]([NH:17][C:2]2[CH:3]=[CH:4][CH:5]=[C:6]([CH2:8][CH:9]([OH:10])[C:11]3[CH:12]=[N:13][N:14]([CH3:16])[CH:15]=3)[N:7]=2)=[C:22]([C:23]([NH2:25])=[O:24])[CH:21]=1. (2) Given the reactants [Cl:1][C:2]1[CH:3]=[CH:4][C:5]([N:21]2[CH:25]=[CH:24][CH:23]=[CH:22]2)=[C:6]([CH:8]([C:10]2[CH:15]=[CH:14][CH:13]=[C:12]([O:16][CH3:17])[C:11]=2[O:18][CH2:19][CH3:20])[OH:9])[CH:7]=1, predict the reaction product. The product is: [Cl:1][C:2]1[CH:3]=[CH:4][C:5]([N:21]2[CH:22]=[CH:23][CH:24]=[CH:25]2)=[C:6]([C:8]([C:10]2[CH:15]=[CH:14][CH:13]=[C:12]([O:16][CH3:17])[C:11]=2[O:18][CH2:19][CH3:20])=[O:9])[CH:7]=1. (3) Given the reactants Cl[CH2:2][CH2:3][O:4][C:5]1[C:13]2[C:8](=[N:9][CH:10]=[N:11][C:12]=2[NH:14][C:15]2[CH:20]=[CH:19][C:18]([O:21][C:22]3[CH:23]=[N:24][C:25]([CH3:28])=[CH:26][CH:27]=3)=[C:17]([Cl:29])[CH:16]=2)[NH:7][N:6]=1.[CH3:30][N:31]1[CH2:36][CH2:35][NH:34][CH2:33][CH2:32]1, predict the reaction product. The product is: [Cl:29][C:17]1[CH:16]=[C:15]([NH:14][C:12]2[N:11]=[CH:10][N:9]=[C:8]3[NH:7][N:6]=[C:5]([O:4][CH2:3][CH2:2][N:34]4[CH2:35][CH2:36][N:31]([CH3:30])[CH2:32][CH2:33]4)[C:13]=23)[CH:20]=[CH:19][C:18]=1[O:21][C:22]1[CH:23]=[N:24][C:25]([CH3:28])=[CH:26][CH:27]=1. (4) Given the reactants [Cl:1][C:2]1[C:7]([O:8][CH3:9])=[CH:6][C:5]([O:10][CH3:11])=[CH:4][C:3]=1[C:12]1[C:23](=[O:24])[NH:22][C:15]2[N:16]=[C:17]([S:20][CH3:21])[N:18]=[CH:19][C:14]=2[CH:13]=1.I[CH2:26][CH2:27][C:28]1[N:33]=[C:32]([NH:34][C:35](=[O:41])[O:36][C:37]([CH3:40])([CH3:39])[CH3:38])[CH:31]=[CH:30][CH:29]=1, predict the reaction product. The product is: [Cl:1][C:2]1[C:7]([O:8][CH3:9])=[CH:6][C:5]([O:10][CH3:11])=[CH:4][C:3]=1[C:12]1[C:23](=[O:24])[N:22]([CH2:26][CH2:27][C:28]2[N:33]=[C:32]([NH:34][C:35](=[O:41])[O:36][C:37]([CH3:40])([CH3:39])[CH3:38])[CH:31]=[CH:30][CH:29]=2)[C:15]2[N:16]=[C:17]([S:20][CH3:21])[N:18]=[CH:19][C:14]=2[CH:13]=1. (5) Given the reactants Br[C:2]1[CH:3]=[C:4]2[C:8](=[CH:9][C:10]=1[Cl:11])[NH:7][CH:6]=[C:5]2[CH:12]=[O:13].[CH3:14][O:15][C:16]1[CH:17]=[C:18](B(O)O)[CH:19]=[CH:20][CH:21]=1.C(=O)([O-])[O-].[K+].[K+], predict the reaction product. The product is: [Cl:11][C:10]1[CH:9]=[C:8]2[C:4]([C:5]([CH:12]=[O:13])=[CH:6][NH:7]2)=[CH:3][C:2]=1[C:20]1[CH:19]=[CH:18][CH:17]=[C:16]([O:15][CH3:14])[CH:21]=1. (6) Given the reactants Cl[C:2]1[N:7]=[C:6]([NH:8][C:9]2[N:14]=[CH:13][C:12]3[N:15]=[CH:16][N:17]([CH:18]([CH3:20])[CH3:19])[C:11]=3[CH:10]=2)[CH:5]=[CH:4][N:3]=1.[NH:21]1[C:29]2[CH2:28][CH2:27][NH:26][CH2:25][C:24]=2[CH:23]=[N:22]1.C(N(CC)CC)C, predict the reaction product. The product is: [CH:18]([N:17]1[C:11]2[CH:10]=[C:9]([NH:8][C:6]3[CH:5]=[CH:4][N:3]=[C:2]([N:26]4[CH2:27][CH2:28][C:29]5[NH:21][N:22]=[CH:23][C:24]=5[CH2:25]4)[N:7]=3)[N:14]=[CH:13][C:12]=2[N:15]=[CH:16]1)([CH3:20])[CH3:19]. (7) Given the reactants S(Cl)(Cl)=O.[Cl:5][C:6]1[CH:14]=[CH:13][C:9]([C:10]([OH:12])=O)=[CH:8][N:7]=1.[CH2:15]([NH:17][CH2:18][CH3:19])[CH3:16].[OH-].[Na+], predict the reaction product. The product is: [Cl:5][C:6]1[CH:14]=[CH:13][C:9]([C:10]([N:17]([CH2:18][CH3:19])[CH2:15][CH3:16])=[O:12])=[CH:8][N:7]=1.